Dataset: Forward reaction prediction with 1.9M reactions from USPTO patents (1976-2016). Task: Predict the product of the given reaction. (1) The product is: [CH2:29]([S:28][C:18]1[CH:19]=[C:20]([S:23][C:24]([F:27])([F:25])[F:26])[CH:21]=[CH:22][C:17]=1[C:3]1[N:2]([CH3:1])[C:6]2=[N:7][CH:8]=[C:9]([S:11][C:12]([F:13])([F:15])[F:14])[CH:10]=[C:5]2[N:4]=1)[CH3:30]. Given the reactants [CH3:1][N:2]1[C:6]2=[N:7][CH:8]=[C:9]([S:11][C:12]([F:15])([F:14])[F:13])[CH:10]=[C:5]2[N:4]=[CH:3]1.Br[C:17]1[CH:22]=[CH:21][C:20]([S:23][C:24]([F:27])([F:26])[F:25])=[CH:19][C:18]=1[S:28][CH2:29][CH3:30].C(=O)([O-])[O-].[K+].[K+].C1(C)C=CC=CC=1, predict the reaction product. (2) Given the reactants [Cl:1][C:2]1[CH:3]=[C:4]([NH:9][CH:10]([C:12]([OH:14])=O)[CH3:11])[CH:5]=[C:6]([Cl:8])[CH:7]=1.Cl.[CH3:16][O:17][C:18](=[O:24])[C@H:19]([CH2:21][CH2:22][CH3:23])[NH2:20], predict the reaction product. The product is: [CH3:16][O:17][C:18](=[O:24])[C@@H:19]([NH:20][C:12](=[O:14])[C@H:10]([CH3:11])[NH:9][C:4]1[CH:5]=[C:6]([Cl:8])[CH:7]=[C:2]([Cl:1])[CH:3]=1)[CH2:21][CH2:22][CH3:23]. (3) Given the reactants [Cl:1][C:2]1[CH:7]=[CH:6][C:5]([OH:8])=[CH:4][CH:3]=1.[H-].[Na+].Cl[CH2:12][C:13](=[O:20])[CH2:14][C:15]([O:17][CH2:18][CH3:19])=[O:16].ClC1C=CC([O-])=CC=1.[Na+].ClCC(=O)CC([O-])=O.NN, predict the reaction product. The product is: [Cl:1][C:2]1[CH:7]=[CH:6][C:5]([O:8][CH2:12][C:13](=[O:20])[CH2:14][C:15]([O:17][CH2:18][CH3:19])=[O:16])=[CH:4][CH:3]=1. (4) Given the reactants [C:1]([C:3]1[CH:11]=[C:7]([C:8]([OH:10])=[O:9])[C:6]([OH:12])=[CH:5][CH:4]=1)#[N:2].[C:13](O)([C:15](F)(F)F)=O.[C:20](OC(C(F)(F)F)=O)(C(F)(F)F)=O, predict the reaction product. The product is: [CH3:20][C:13]1([CH3:15])[O:12][C:6]2[CH:5]=[CH:4][C:3]([C:1]#[N:2])=[CH:11][C:7]=2[C:8](=[O:10])[O:9]1. (5) Given the reactants [ClH:1].FC(F)(F)C(O)=O.C(OC([NH:16][CH2:17][CH2:18][NH:19][C:20]([C:22]1[CH:27]=[CH:26][C:25]([C:28]2[CH:33]=[CH:32][CH:31]=[C:30]([CH2:34][C@H:35]([NH:48][C:49]([C@H:51]3[CH2:56][CH2:55][C@H:54]([CH2:57][NH:58]C(=O)OC(C)(C)C)[CH2:53][CH2:52]3)=[O:50])[C:36]([NH:38][C:39]3[CH:47]=[C:46]4[C:42]([CH:43]=[N:44][NH:45]4)=[CH:41][CH:40]=3)=[O:37])[CH:29]=2)=[CH:24][CH:23]=1)=[O:21])=O)(C)(C)C.C(#N)C, predict the reaction product. The product is: [ClH:1].[NH2:16][CH2:17][CH2:18][NH:19][C:20]([C:22]1[CH:27]=[CH:26][C:25]([C:28]2[CH:33]=[CH:32][CH:31]=[C:30]([CH2:34][C@H:35]([NH:48][C:49]([C@H:51]3[CH2:52][CH2:53][C@H:54]([CH2:57][NH2:58])[CH2:55][CH2:56]3)=[O:50])[C:36]([NH:38][C:39]3[CH:47]=[C:46]4[C:42]([CH:43]=[N:44][NH:45]4)=[CH:41][CH:40]=3)=[O:37])[CH:29]=2)=[CH:24][CH:23]=1)=[O:21].